This data is from Catalyst prediction with 721,799 reactions and 888 catalyst types from USPTO. The task is: Predict which catalyst facilitates the given reaction. Reactant: FC(F)(F)[C:3]([OH:5])=[O:4].[OH:8][C@H:9]([C:48]1[C:56]2[S:55][C:54](=[O:57])[NH:53][C:52]=2[C:51]([OH:58])=[CH:50][CH:49]=1)[CH2:10][N:11]([CH2:19][C:20]1[CH:25]=[CH:24][C:23]([O:26][CH2:27][CH2:28][N:29]2[CH2:47][CH2:46][C:32]3([O:37][CH2:36][CH2:35][N:34]([C:38]([C:40]4[CH:44]=[C:43]([CH3:45])[S:42][CH:41]=4)=[O:39])[CH2:33]3)[CH2:31][CH2:30]2)=[CH:22][CH:21]=1)C(=O)OC(C)(C)C.C1(C)C=CC=CC=1. Product: [CH:3]([OH:5])=[O:4].[OH:58][C:51]1[C:52]2[NH:53][C:54](=[O:57])[S:55][C:56]=2[C:48]([C@@H:9]([OH:8])[CH2:10][NH:11][CH2:19][C:20]2[CH:25]=[CH:24][C:23]([O:26][CH2:27][CH2:28][N:29]3[CH2:47][CH2:46][C:32]4([O:37][CH2:36][CH2:35][N:34]([C:38]([C:40]5[CH:44]=[C:43]([CH3:45])[S:42][CH:41]=5)=[O:39])[CH2:33]4)[CH2:31][CH2:30]3)=[CH:22][CH:21]=2)=[CH:49][CH:50]=1. The catalyst class is: 2.